Predict the reactants needed to synthesize the given product. From a dataset of Full USPTO retrosynthesis dataset with 1.9M reactions from patents (1976-2016). (1) Given the product [F:51][C:47]1[CH:46]=[C:45]([CH:50]=[CH:49][CH:48]=1)[CH2:44][NH:43][C:41]([N:38]1[CH2:37][CH2:36][CH:35]([NH:34][C:33]2[CH:32]=[CH:31][C:30]([CH2:29][CH2:28][NH:27][CH2:26][C@H:25]([OH:54])[CH2:24][O:23][C:22]3[CH:55]=[CH:56][C:19]([OH:18])=[CH:20][CH:21]=3)=[CH:53][CH:52]=2)[CH2:40][CH2:39]1)=[O:42], predict the reactants needed to synthesize it. The reactants are: [Si]([O:18][C:19]1[CH:56]=[CH:55][C:22]([O:23][CH2:24][C@@H:25]([OH:54])[CH2:26][NH:27][CH2:28][CH2:29][C:30]2[CH:53]=[CH:52][C:33]([NH:34][CH:35]3[CH2:40][CH2:39][N:38]([C:41]([NH:43][CH2:44][C:45]4[CH:50]=[CH:49][CH:48]=[C:47]([F:51])[CH:46]=4)=[O:42])[CH2:37][CH2:36]3)=[CH:32][CH:31]=2)=[CH:21][CH:20]=1)(C(C)(C)C)(C1C=CC=CC=1)C1C=CC=CC=1. (2) Given the product [Cl:31][C:28]1[CH:29]=[CH:30][C:25]([CH:10]2[C:5]3[N:6]([CH:7]([CH3:9])[CH3:8])[C:2]([CH3:32])=[N:3][C:4]=3[C:12](=[O:13])[N:11]2[C:14]2[CH:15]=[C:16]([CH3:24])[C:17]3[N:18]([C:20]([CH3:23])=[N:21][N:22]=3)[CH:19]=2)=[CH:26][CH:27]=1, predict the reactants needed to synthesize it. The reactants are: Br[C:2]1[N:6]([CH:7]([CH3:9])[CH3:8])[C:5]2[CH:10]([C:25]3[CH:30]=[CH:29][C:28]([Cl:31])=[CH:27][CH:26]=3)[N:11]([C:14]3[CH:15]=[C:16]([CH3:24])[C:17]4[N:18]([C:20]([CH3:23])=[N:21][N:22]=4)[CH:19]=3)[C:12](=[O:13])[C:4]=2[N:3]=1.[CH3:32]B1OB(C)OB(C)O1. (3) Given the product [CH2:17]([C:12]1[O:11][N:10]=[C:9]([C:3]2[C:2]([Cl:1])=[CH:7][CH:6]=[CH:5][C:4]=2[Cl:8])[C:13]=1[C:14]([OH:16])=[O:15])[CH2:21][CH:20]=[CH2:19], predict the reactants needed to synthesize it. The reactants are: [Cl:1][C:2]1[CH:7]=[CH:6][CH:5]=[C:4]([Cl:8])[C:3]=1[C:9]1[C:13]([C:14]([OH:16])=[O:15])=[C:12]([CH3:17])[O:11][N:10]=1.[Li][CH2:19][CH2:20][CH2:21]C.C(I)C=C.[OH-].[Na+].Cl. (4) Given the product [F:15][C:10]1[CH:9]=[C:8]2[C:13]([N:14]=[C:5]([NH:4][CH2:3][CH2:2][NH:1][C:21]3[CH:26]=[CH:25][C:24]([C:27]([F:30])([F:29])[F:28])=[CH:23][N:22]=3)[C:6]3[N:7]2[C:16](=[O:19])[NH:17][N:18]=3)=[CH:12][CH:11]=1, predict the reactants needed to synthesize it. The reactants are: [NH2:1][CH2:2][CH2:3][NH:4][C:5]1[C:6]2[N:7]([C:16](=[O:19])[NH:17][N:18]=2)[C:8]2[C:13]([N:14]=1)=[CH:12][CH:11]=[C:10]([F:15])[CH:9]=2.Cl[C:21]1[CH:26]=[CH:25][C:24]([C:27]([F:30])([F:29])[F:28])=[CH:23][N:22]=1.C(=O)([O-])[O-].[Na+].[Na+]. (5) The reactants are: Cl.[NH2:2][C@@H:3]1[CH2:8][CH2:7][C@H:6]([NH:9][C:10]([C:12]2[C:16]3[N:17]=[CH:18][N:19]=[C:20]([C:21]4[CH:26]=[C:25]([F:27])[C:24]([O:28][CH3:29])=[CH:23][C:22]=4[O:30][CH2:31][CH:32]4[CH2:34][CH2:33]4)[C:15]=3[NH:14][C:13]=2[CH3:35])=[O:11])[CH2:5][CH2:4]1.[C:36](Cl)(=[O:38])[CH3:37]. Given the product [C:36]([NH:2][C@@H:3]1[CH2:8][CH2:7][C@H:6]([NH:9][C:10]([C:12]2[C:16]3[N:17]=[CH:18][N:19]=[C:20]([C:21]4[CH:26]=[C:25]([F:27])[C:24]([O:28][CH3:29])=[CH:23][C:22]=4[O:30][CH2:31][CH:32]4[CH2:34][CH2:33]4)[C:15]=3[NH:14][C:13]=2[CH3:35])=[O:11])[CH2:5][CH2:4]1)(=[O:38])[CH3:37], predict the reactants needed to synthesize it. (6) The reactants are: [CH3:1][C:2]1[CH:7]=[C:6]([O:8][CH2:9][CH2:10][CH2:11][S:12]([CH3:15])(=[O:14])=[O:13])[CH:5]=[C:4]([CH3:16])[C:3]=1[C:17]1[CH:22]=[CH:21][CH:20]=[C:19]([CH2:23][O:24][C:25]2[N:30]=[CH:29][C:28]3[C@@H:31]4[C@@H:34]([C:35]([O:37]CC)=[O:36])[C@@H:32]4[CH2:33][C:27]=3[CH:26]=2)[CH:18]=1.[OH-].[Li+]. Given the product [CH3:16][C:4]1[CH:5]=[C:6]([O:8][CH2:9][CH2:10][CH2:11][S:12]([CH3:15])(=[O:13])=[O:14])[CH:7]=[C:2]([CH3:1])[C:3]=1[C:17]1[CH:22]=[CH:21][CH:20]=[C:19]([CH2:23][O:24][C:25]2[N:30]=[CH:29][C:28]3[C@H:31]4[C@H:34]([C:35]([OH:37])=[O:36])[C@H:32]4[CH2:33][C:27]=3[CH:26]=2)[CH:18]=1, predict the reactants needed to synthesize it. (7) Given the product [Cl:25][C:26]1[CH:31]=[C:30]([Cl:32])[CH:29]=[CH:28][C:27]=1[C:5]1[C:4]([C:3]([OH:2])=[O:24])=[CH:9][C:8]([C:10]2[S:11][CH:12]=[C:13]([C:15]3[CH:20]=[CH:19][C:18]([Cl:21])=[C:17]([Cl:22])[CH:16]=3)[N:14]=2)=[CH:7][CH:6]=1, predict the reactants needed to synthesize it. The reactants are: C[O:2][C:3](=[O:24])[C:4]1[CH:9]=[C:8]([C:10]2[S:11][CH:12]=[C:13]([C:15]3[CH:20]=[CH:19][C:18]([Cl:21])=[C:17]([Cl:22])[CH:16]=3)[N:14]=2)[CH:7]=[CH:6][C:5]=1Br.[Cl:25][C:26]1[CH:31]=[C:30]([Cl:32])[CH:29]=[CH:28][C:27]=1B(O)O.